Predict the reaction yield, written as a fraction of the theoretical maximum amount of product (1.0 means a 100% yield; for example, 0.34 means a 34% yield). From a dataset of Reaction yield outcomes from USPTO patents with 853,638 reactions. (1) The reactants are [CH:1]1([N:4]2[CH2:13][CH2:12][C:11]3[C:6](=[CH:7][CH:8]=[C:9]([NH:14]CC4C=CC(OC)=CC=4)[CH:10]=3)[CH2:5]2)[CH2:3][CH2:2]1. The catalyst is C(O)(C(F)(F)F)=O. The product is [CH:1]1([N:4]2[CH2:13][CH2:12][C:11]3[C:6](=[CH:7][CH:8]=[C:9]([NH2:14])[CH:10]=3)[CH2:5]2)[CH2:3][CH2:2]1. The yield is 0.650. (2) The reactants are [N:1]1([CH:10]([C:17]2[CH:22]=[CH:21][C:20]([O:23][CH3:24])=[CH:19][CH:18]=2)[CH:11]([OH:16])[C:12]([O:14][CH3:15])=[O:13])[C:9]2[C:4](=[CH:5][CH:6]=[CH:7][CH:8]=2)[CH2:3][CH2:2]1.ClC1C(=O)C(C#N)=C(C#N)C(=O)C=1Cl. The catalyst is C1(C)C=CC=CC=1. The product is [OH:16][CH:11]([CH:10]([N:1]1[C:9]2[C:4](=[CH:5][CH:6]=[CH:7][CH:8]=2)[CH:3]=[CH:2]1)[C:17]1[CH:18]=[CH:19][C:20]([O:23][CH3:24])=[CH:21][CH:22]=1)[C:12]([O:14][CH3:15])=[O:13]. The yield is 0.960.